Regression. Given a peptide amino acid sequence and an MHC pseudo amino acid sequence, predict their binding affinity value. This is MHC class I binding data. From a dataset of Peptide-MHC class I binding affinity with 185,985 pairs from IEDB/IMGT. (1) The binding affinity (normalized) is 0.381. The MHC is HLA-A11:01 with pseudo-sequence HLA-A11:01. The peptide sequence is KVILSEISFH. (2) The peptide sequence is YDRLASTVI. The MHC is HLA-B07:02 with pseudo-sequence HLA-B07:02. The binding affinity (normalized) is 0.0847. (3) The peptide sequence is GTDNSVVLSRK. The MHC is HLA-A31:01 with pseudo-sequence HLA-A31:01. The binding affinity (normalized) is 0.0641.